Dataset: Reaction yield outcomes from USPTO patents with 853,638 reactions. Task: Predict the reaction yield, written as a fraction of the theoretical maximum amount of product (1.0 means a 100% yield; for example, 0.34 means a 34% yield). (1) The reactants are [CH3:1][S:2][C:3]1[CH:8]=[CH:7][C:6]([C:9]2[O:13][N:12]=[CH:11][C:10]=2[CH2:14]O)=[CH:5][CH:4]=1.O1CCCC1.S(Cl)([Cl:23])=O. The catalyst is C1(C)C=CC=CC=1. The product is [Cl:23][CH2:14][C:10]1[CH:11]=[N:12][O:13][C:9]=1[C:6]1[CH:7]=[CH:8][C:3]([S:2][CH3:1])=[CH:4][CH:5]=1. The yield is 0.970. (2) The reactants are [Cl:1][C:2]1[CH:7]=[CH:6][C:5]([CH:8]2[C:12]3[NH:13][C:14]([C:16]4[CH2:17][CH2:18][O:19][CH2:20][CH:21]=4)=[N:15][C:11]=3[C:10](=[O:22])[N:9]2[C:23]2[N:28]=[C:27]3[N:29]([CH3:32])[N:30]=[N:31][C:26]3=[C:25]([CH3:33])[CH:24]=2)=[CH:4][CH:3]=1. The catalyst is CCCCCCC.C(Cl)Cl.CCO. The product is [Cl:1][C:2]1[CH:3]=[CH:4][C:5]([C@@H:8]2[C:12]3[NH:13][C:14]([C:16]4[CH2:17][CH2:18][O:19][CH2:20][CH:21]=4)=[N:15][C:11]=3[C:10](=[O:22])[N:9]2[C:23]2[N:28]=[C:27]3[N:29]([CH3:32])[N:30]=[N:31][C:26]3=[C:25]([CH3:33])[CH:24]=2)=[CH:6][CH:7]=1. The yield is 0.450.